Dataset: CYP2C19 inhibition data for predicting drug metabolism from PubChem BioAssay. Task: Regression/Classification. Given a drug SMILES string, predict its absorption, distribution, metabolism, or excretion properties. Task type varies by dataset: regression for continuous measurements (e.g., permeability, clearance, half-life) or binary classification for categorical outcomes (e.g., BBB penetration, CYP inhibition). Dataset: cyp2c19_veith. The molecule is N#Cc1ccc(CN2CCCC3(CCN(S(=O)(=O)c4ccccc4)CC3)C2)cc1. The result is 1 (inhibitor).